This data is from Catalyst prediction with 721,799 reactions and 888 catalyst types from USPTO. The task is: Predict which catalyst facilitates the given reaction. (1) Reactant: [NH2:1][C:2]1[CH:3]=[CH:4][C:5]([F:14])=[C:6]([CH2:8][C:9]([O:11]CC)=[O:10])[CH:7]=1.O[CH2:16][CH:17]([CH2:19]O)O.[N+]([C:24]1[CH:29]=CC=C[CH:25]=1)([O-])=O.S(=O)(=O)(O)O.Cl. Product: [F:14][C:5]1[C:6]([CH2:8][C:9]([OH:11])=[O:10])=[C:7]2[C:2](=[CH:3][CH:4]=1)[N:1]=[CH:19][CH:17]=[CH:16]2.[F:14][C:5]1[CH:4]=[C:3]2[C:2](=[CH:7][C:6]=1[CH2:8][C:9]([OH:11])=[O:10])[N:1]=[CH:29][CH:24]=[CH:25]2. The catalyst class is: 494. (2) Reactant: [Br:1][C:2]1[CH:3]=[C:4]([CH:8]=[C:9]([CH3:11])[CH:10]=1)[C:5]([NH2:7])=O.O=P12OP3(OP(OP(O3)(O1)=O)(=O)O2)=O. Product: [Br:1][C:2]1[CH:3]=[C:4]([CH:8]=[C:9]([CH3:11])[CH:10]=1)[C:5]#[N:7]. The catalyst class is: 22. (3) Reactant: [S:1]1[CH:5]=[CH:4][C:3](B(O)O)=[CH:2]1.Br[C:10]1[C:11]([NH:24][CH:25]2[CH2:30][CH2:29][N:28]([CH2:31][C:32]3[CH:37]=[CH:36][CH:35]=[CH:34][CH:33]=3)[CH2:27][CH2:26]2)=[N:12][C:13]([NH:16][CH2:17][C:18]2[CH:23]=[CH:22][CH:21]=[CH:20][N:19]=2)=[N:14][CH:15]=1.C(=O)([O-])[O-].[K+].[K+]. Product: [CH2:31]([N:28]1[CH2:29][CH2:30][CH:25]([NH:24][C:11]2[C:10]([C:3]3[CH:4]=[CH:5][S:1][CH:2]=3)=[CH:15][N:14]=[C:13]([NH:16][CH2:17][C:18]3[CH:23]=[CH:22][CH:21]=[CH:20][N:19]=3)[N:12]=2)[CH2:26][CH2:27]1)[C:32]1[CH:37]=[CH:36][CH:35]=[CH:34][CH:33]=1. The catalyst class is: 108. (4) Reactant: [OH:1][C:2]1[CH:14]=[CH:13][C:12]2[C:11]3[C:6](=[CH:7][CH:8]=[CH:9][CH:10]=3)[NH:5][C:4]=2[C:3]=1[O:15][CH2:16][CH2:17][CH2:18][N:19]([C:24]1[CH:29]=[CH:28][C:27]([O:30][CH2:31][CH2:32][CH:33]([C:36]#[N:37])[CH2:34][CH3:35])=[CH:26][CH:25]=1)[CH2:20][CH:21]([CH3:23])[CH3:22].C(=O)([O-])[O-:39].[K+].[K+].OO. Product: [OH:1][C:2]1[CH:14]=[CH:13][C:12]2[C:11]3[C:6](=[CH:7][CH:8]=[CH:9][CH:10]=3)[NH:5][C:4]=2[C:3]=1[O:15][CH2:16][CH2:17][CH2:18][N:19]([C:24]1[CH:29]=[CH:28][C:27]([O:30][CH2:31][CH2:32][CH:33]([C:36](=[O:39])[NH2:37])[CH2:34][CH3:35])=[CH:26][CH:25]=1)[CH2:20][CH:21]([CH3:22])[CH3:23]. The catalyst class is: 16.